This data is from Forward reaction prediction with 1.9M reactions from USPTO patents (1976-2016). The task is: Predict the product of the given reaction. Given the reactants [CH3:1][N:2]1[C:6]2[CH:7]=[CH:8][C:9]([C:11]([OH:13])=O)=[CH:10][C:5]=2[NH:4][C:3]1=[O:14].[NH:15]1[CH2:20][CH2:19][CH2:18][C@@H:17]2[C:21]3[CH:22]=[CH:23][CH:24]=[CH:25][C:26]=3[CH2:27][C@H:16]12.F[P-](F)(F)(F)(F)F.N1(OC(N(C)C)=[N+](C)C)C2N=CC=CC=2N=N1, predict the reaction product. The product is: [N:15]1([C:11]([C:9]2[CH:8]=[CH:7][C:6]3[N:2]([CH3:1])[C:3](=[O:14])[NH:4][C:5]=3[CH:10]=2)=[O:13])[CH2:20][CH2:19][CH2:18][C@@H:17]2[C:21]3[CH:22]=[CH:23][CH:24]=[CH:25][C:26]=3[CH2:27][C@H:16]12.